Dataset: Forward reaction prediction with 1.9M reactions from USPTO patents (1976-2016). Task: Predict the product of the given reaction. (1) Given the reactants [CH:1]1([NH:4][C:5](=[O:35])[C:6]2[CH:11]=[CH:10][C:9]([CH3:12])=[C:8]([N:13]3[CH:18]=[CH:17][N:16]=[C:15]([NH:19][C:20]4([C:23]5[CH:28]=[CH:27][CH:26]=[CH:25][C:24]=5[O:29][CH2:30][C@H:31]5[CH2:33][O:32]5)[CH2:22][CH2:21]4)[C:14]3=[O:34])[CH:7]=2)[CH2:3][CH2:2]1.[CH3:36][NH2:37], predict the reaction product. The product is: [CH:1]1([NH:4][C:5](=[O:35])[C:6]2[CH:11]=[CH:10][C:9]([CH3:12])=[C:8]([N:13]3[CH:18]=[CH:17][N:16]=[C:15]([NH:19][C:20]4([C:23]5[CH:28]=[CH:27][CH:26]=[CH:25][C:24]=5[O:29][CH2:30][C@H:31]([OH:32])[CH2:33][NH:37][CH3:36])[CH2:22][CH2:21]4)[C:14]3=[O:34])[CH:7]=2)[CH2:2][CH2:3]1. (2) Given the reactants [CH3:1][N:2]1[CH2:7][CH2:6][N:5]([C:8]2[CH2:9][C:10]([N:19]3[CH2:24][CH2:23][N:22]([CH3:25])[CH2:21][CH2:20]3)=[N:11][C:12]3[CH:18]=[CH:17][CH:16]=[CH:15][C:13]=3[N:14]=2)[CH2:4][CH2:3]1.[CH:26]([N-]C(C)C)([CH3:28])[CH3:27].[Li+].C(=O)CC.C(N(CC)CC)C.N1C=CC=CC=1.FC(F)(F)C(OC(=O)C(F)(F)F)=O.[OH-].[Na+], predict the reaction product. The product is: [CH3:1][N:2]1[CH2:3][CH2:4][N:5]([C:8]2[C:9](=[CH:27][CH2:26][CH3:28])[C:10]([N:19]3[CH2:20][CH2:21][N:22]([CH3:25])[CH2:23][CH2:24]3)=[N:11][C:12]3[CH:18]=[CH:17][CH:16]=[CH:15][C:13]=3[N:14]=2)[CH2:6][CH2:7]1.